From a dataset of Reaction yield outcomes from USPTO patents with 853,638 reactions. Predict the reaction yield, written as a fraction of the theoretical maximum amount of product (1.0 means a 100% yield; for example, 0.34 means a 34% yield). (1) The reactants are [CH:1]([C:4]1[N:5]=[C:6]([C:9]2[CH:18]=[C:17](O)[C:16]3[C:11](=[C:12]([CH3:22])[C:13]([O:20][CH3:21])=[CH:14][CH:15]=3)[N:10]=2)[S:7][CH:8]=1)([CH3:3])[CH3:2].P(Cl)(Cl)([Cl:25])=O.[OH-].[Na+]. No catalyst specified. The product is [CH:1]([C:4]1[N:5]=[C:6]([C:9]2[CH:18]=[C:17]([Cl:25])[C:16]3[C:11](=[C:12]([CH3:22])[C:13]([O:20][CH3:21])=[CH:14][CH:15]=3)[N:10]=2)[S:7][CH:8]=1)([CH3:3])[CH3:2]. The yield is 0.910. (2) The reactants are [CH3:1][C:2]([CH3:8])([CH2:5][CH:6]=[CH2:7])[CH:3]=O.[CH2:9]([NH2:12])[CH:10]=[CH2:11]. The catalyst is C1C=CC=CC=1. The product is [CH2:9]([N:12]=[CH:3][C:2]([CH3:1])([CH3:8])[CH2:5][CH:6]=[CH2:7])[CH:10]=[CH2:11]. The yield is 1.00. (3) The reactants are [CH:1]([C:4]1[CH:9]=[CH:8][CH:7]=[C:6]([CH:10]([CH3:12])[CH3:11])[C:5]=1[OH:13])([CH3:3])[CH3:2].[C:14]1(=O)[O:19][C:17](=[O:18])[C:16]2=[CH:20][CH:21]=[CH:22][CH:23]=[C:15]12. No catalyst specified. The product is [OH:13][C:5]1[C:4]([CH:1]([CH3:3])[CH3:2])=[CH:9][C:8]([C:14]2([C:8]3[CH:7]=[C:6]([CH:10]([CH3:11])[CH3:12])[C:5]([OH:13])=[C:4]([CH:1]([CH3:3])[CH3:2])[CH:9]=3)[C:15]3[C:16](=[CH:20][CH:21]=[CH:22][CH:23]=3)[C:17](=[O:18])[O:19]2)=[CH:7][C:6]=1[CH:10]([CH3:12])[CH3:11]. The yield is 0.890. (4) The reactants are [F:1][C:2]1[CH:7]=[CH:6][C:5]([C:8]([F:11])([F:10])[F:9])=[CH:4][C:3]=1[NH:12][C:13]([NH:15][C:16]1[CH:21]=[CH:20][C:19]([C:22]#[C:23][C:24]([NH2:26])=[O:25])=[CH:18][CH:17]=1)=[O:14].I[C:28]1[CH:29]=[C:30]([O:34][CH3:35])[CH:31]=[CH:32][CH:33]=1.C(NCC)C.C(O)=O. The catalyst is CCOC(C)=O.C1C=CC(/C=C/C(/C=C/C2C=CC=CC=2)=O)=CC=1.C1C=CC(/C=C/C(/C=C/C2C=CC=CC=2)=O)=CC=1.[Pd]. The product is [F:1][C:2]1[CH:7]=[CH:6][C:5]([C:8]([F:11])([F:9])[F:10])=[CH:4][C:3]=1[NH:12][C:13]([NH:15][C:16]1[CH:21]=[CH:20][C:19](/[C:22](/[C:28]2[CH:33]=[CH:32][CH:31]=[C:30]([O:34][CH3:35])[CH:29]=2)=[CH:23]\[C:24]([NH2:26])=[O:25])=[CH:18][CH:17]=1)=[O:14]. The yield is 0.300. (5) The reactants are [N+:1]([C:4]1[CH:9]=[CH:8][C:7]([CH2:10][C:11]([OH:13])=[O:12])=[CH:6][CH:5]=1)([O-:3])=[O:2].[CH3:14]O. No catalyst specified. The product is [N+:1]([C:4]1[CH:5]=[CH:6][C:7]([CH2:10][C:11]([O:13][CH3:14])=[O:12])=[CH:8][CH:9]=1)([O-:3])=[O:2]. The yield is 0.980.